This data is from Full USPTO retrosynthesis dataset with 1.9M reactions from patents (1976-2016). The task is: Predict the reactants needed to synthesize the given product. (1) Given the product [NH2:9][C:10]([NH2:27])=[O:14].[CH2:2]([NH2:9])[C:3]1[CH:8]=[CH:7][CH:6]=[CH:5][CH:4]=1.[NH2:13][CH2:12][CH2:11][C:10]([OH:14])=[O:18], predict the reactants needed to synthesize it. The reactants are: Cl.[CH2:2]([NH:9][C:10](=[O:14])[CH2:11][CH2:12][NH2:13])[C:3]1[CH:8]=[CH:7][CH:6]=[CH:5][CH:4]=1.ClC(Cl)([O:18]C(=O)OC(Cl)(Cl)Cl)Cl.[N-:27]=C=O.C1(Cl)C(=O)C(Cl)=C(Cl)C(=O)C=1Cl. (2) The reactants are: [CH2:1]([O:4][C:5]1([CH3:38])[CH2:10][CH2:9][N:8]([C:11]2[N:16]3[N:17]=[C:18]([C:20]4[CH:25]=[CH:24][CH:23]=[C:22](Br)[CH:21]=4)[CH:19]=[C:15]3[N:14]=[C:13]([CH3:27])[C:12]=2[C@H:28]([O:33][C:34]([CH3:37])([CH3:36])[CH3:35])[C:29]([O:31][CH3:32])=[O:30])[CH2:7][CH2:6]1)[CH:2]=[CH2:3].[Cl:39][C:40]1[CH:41]=[CH:42][C:43]([OH:49])=[C:44](B(O)O)[CH:45]=1. Given the product [CH2:1]([O:4][C:5]1([CH3:38])[CH2:10][CH2:9][N:8]([C:11]2[N:16]3[N:17]=[C:18]([C:20]4[CH:21]=[C:22]([C:42]5[CH:41]=[C:40]([Cl:39])[CH:45]=[CH:44][C:43]=5[OH:49])[CH:23]=[CH:24][CH:25]=4)[CH:19]=[C:15]3[N:14]=[C:13]([CH3:27])[C:12]=2[C@H:28]([O:33][C:34]([CH3:37])([CH3:36])[CH3:35])[C:29]([O:31][CH3:32])=[O:30])[CH2:7][CH2:6]1)[CH:2]=[CH2:3], predict the reactants needed to synthesize it. (3) Given the product [CH3:1][S:2]([C:5]1[CH:10]=[CH:9][C:8]([C:11]23[CH2:18][CH2:17][C:14]([NH:24][C:27](=[O:36])[O:50][C:46]([CH3:49])([CH3:48])[CH3:47])([CH2:15][CH2:16]2)[CH2:13][CH2:12]3)=[CH:7][CH:6]=1)(=[O:4])=[O:3], predict the reactants needed to synthesize it. The reactants are: [CH3:1][S:2]([C:5]1[CH:10]=[CH:9][C:8]([C:11]23[CH2:18][CH2:17][C:14](C(O)=O)([CH2:15][CH2:16]2)[CH2:13][CH2:12]3)=[CH:7][CH:6]=1)(=[O:4])=[O:3].C([N:24]([CH2:27]C)CC)C.C1(P(N=[N+]=[N-])(C2C=CC=CC=2)=[O:36])C=CC=CC=1.[C:46]([OH:50])([CH3:49])([CH3:48])[CH3:47]. (4) Given the product [NH:1]1[C:5]2=[N:6][CH:7]=[C:8]([O:10][C:11]3[CH:45]=[C:44]([N:46]4[CH2:47][CH2:48][N:49]([CH2:52][C:53]5[CH2:58][CH2:57][C:56]([CH3:60])([CH3:59])[CH2:55][C:54]=5[C:61]5[CH:62]=[CH:63][C:64]([Cl:67])=[CH:65][CH:66]=5)[CH2:50][CH2:51]4)[CH:43]=[CH:42][C:12]=3[C:13]([NH:15][S:16]([C:19]3[CH:24]=[CH:23][C:22]([NH:25][CH:26]4[CH2:31][CH2:30][NH:29][CH2:28][CH2:27]4)=[C:21]([N+:39]([O-:41])=[O:40])[CH:20]=3)(=[O:18])=[O:17])=[O:14])[CH:9]=[C:4]2[CH:3]=[CH:2]1, predict the reactants needed to synthesize it. The reactants are: [NH:1]1[C:5]2=[N:6][CH:7]=[C:8]([O:10][C:11]3[CH:45]=[C:44]([N:46]4[CH2:51][CH2:50][N:49]([CH2:52][C:53]5[CH2:58][CH2:57][C:56]([CH3:60])([CH3:59])[CH2:55][C:54]=5[C:61]5[CH:66]=[CH:65][C:64]([Cl:67])=[CH:63][CH:62]=5)[CH2:48][CH2:47]4)[CH:43]=[CH:42][C:12]=3[C:13]([NH:15][S:16]([C:19]3[CH:24]=[CH:23][C:22]([NH:25][CH:26]4[CH2:31][CH2:30][N:29](C(OC(C)(C)C)=O)[CH2:28][CH2:27]4)=[C:21]([N+:39]([O-:41])=[O:40])[CH:20]=3)(=[O:18])=[O:17])=[O:14])[CH:9]=[C:4]2[CH:3]=[CH:2]1.FC(F)(F)C(O)=O.